Dataset: Reaction yield outcomes from USPTO patents with 853,638 reactions. Task: Predict the reaction yield, written as a fraction of the theoretical maximum amount of product (1.0 means a 100% yield; for example, 0.34 means a 34% yield). (1) The reactants are [F:1][C:2]([F:13])([F:12])[C:3]1[CH:4]=[C:5]([CH:9]=[CH:10][CH:11]=1)[C:6]([OH:8])=[O:7].S(Cl)(Cl)=O.[CH3:18]O. No catalyst specified. The product is [F:1][C:2]([F:12])([F:13])[C:3]1[CH:4]=[C:5]([CH:9]=[CH:10][CH:11]=1)[C:6]([O:8][CH3:18])=[O:7]. The yield is 0.860. (2) The reactants are [Br:1][C:2]1[N:7]=[C:6]([CH:8]=O)[CH:5]=[CH:4][CH:3]=1.[NH:10]1[CH2:15][CH2:14][O:13][CH2:12][CH2:11]1.[BH-](OC(C)=O)(OC(C)=O)OC(C)=O.[Na+].C([O-])(O)=O.[Na+]. The catalyst is ClCCCl. The product is [Br:1][C:2]1[N:7]=[C:6]([CH2:8][N:10]2[CH2:15][CH2:14][O:13][CH2:12][CH2:11]2)[CH:5]=[CH:4][CH:3]=1. The yield is 0.680.